This data is from Full USPTO retrosynthesis dataset with 1.9M reactions from patents (1976-2016). The task is: Predict the reactants needed to synthesize the given product. (1) Given the product [ClH:1].[Cl:1][C:2]1[CH:3]=[C:4]([C:12]2[S:16][C:15]([N:17]3[C:33]([CH3:34])=[C:20]4[CH2:21][N:22]([CH:25]([CH2:30][OH:29])[CH2:26][OH:27])[CH2:23][CH2:24][C:19]4=[N:18]3)=[N:14][N:13]=2)[CH:5]=[CH:6][C:7]=1[O:8][CH:9]([CH3:10])[CH3:11], predict the reactants needed to synthesize it. The reactants are: [Cl:1][C:2]1[CH:3]=[C:4]([C:12]2[S:16][C:15]([N:17]3[C:33]([CH3:34])=[C:20]4[CH2:21][N:22]([CH:25]5[CH2:30][O:29]C(C)(C)[O:27][CH2:26]5)[CH2:23][CH2:24][C:19]4=[N:18]3)=[N:14][N:13]=2)[CH:5]=[CH:6][C:7]=1[O:8][CH:9]([CH3:11])[CH3:10].Cl. (2) Given the product [CH3:38][O:37][C:35]([C:31]1[CH:30]=[C:29]2[C:34]([C:26]([CH:20]3[CH2:25][CH2:24][CH2:23][CH2:22][CH2:21]3)=[C:27]([C:13]3[CH:14]=[CH:15][CH:16]=[C:17]4[C:12]=3[NH:11][CH2:10][CH2:9][CH:8]4[NH:7][C:6]([O:5][C:1]([CH3:4])([CH3:3])[CH3:2])=[O:19])[NH:28]2)=[CH:33][CH:32]=1)=[O:36], predict the reactants needed to synthesize it. The reactants are: [C:1]([O:5][C:6](=[O:19])[NH:7][CH:8]1[C:17]2[C:12](=[C:13](Br)[CH:14]=[CH:15][CH:16]=2)[NH:11][CH2:10][CH2:9]1)([CH3:4])([CH3:3])[CH3:2].[CH:20]1([C:26]2[C:34]3[C:29](=[CH:30][C:31]([C:35]([O:37][CH3:38])=[O:36])=[CH:32][CH:33]=3)[NH:28][C:27]=2B2OC(C)(C)C(C)(C)O2)[CH2:25][CH2:24][CH2:23][CH2:22][CH2:21]1.C([O-])([O-])=O.[K+].[K+]. (3) Given the product [CH3:17][N:5]1[CH2:6][C@@H:1]2[CH2:7][C@H:4]1[CH2:3][N:2]2[C:8]([O:10][C:11]([CH3:14])([CH3:13])[CH3:12])=[O:9], predict the reactants needed to synthesize it. The reactants are: [C@H:1]12[CH2:7][C@H:4]([NH:5][CH2:6]1)[CH2:3][N:2]2[C:8]([O:10][C:11]([CH3:14])([CH3:13])[CH3:12])=[O:9].C=O.[C:17](O)(=O)C.C(O[BH-](OC(=O)C)OC(=O)C)(=O)C.[Na+]. (4) The reactants are: Cl[C:2]1[CH:7]=[N:6][CH:5]=[C:4]([C:8]2[CH:13]=[CH:12][C:11]([F:14])=[CH:10][CH:9]=2)[N:3]=1.[NH2:15][NH2:16]. Given the product [F:14][C:11]1[CH:12]=[CH:13][C:8]([C:4]2[NH:3]/[C:2](=[N:15]\[NH2:16])/[CH:7]=[N:6][CH:5]=2)=[CH:9][CH:10]=1, predict the reactants needed to synthesize it. (5) Given the product [CH:1]1([C:4]2[C:12]([N:13]([CH2:43][CH2:44][OH:45])[S:14]([CH3:17])(=[O:16])=[O:15])=[CH:11][C:10]3[C:6](=[C:7]([C:32]([NH:34][CH3:35])=[O:33])[N:8]([C:18]4[CH:19]=[CH:20][C:21]([O:24][C:25]5[CH:26]=[CH:27][C:28]([F:31])=[CH:29][CH:30]=5)=[CH:22][CH:23]=4)[N:9]=3)[CH:5]=2)[CH2:2][CH2:3]1, predict the reactants needed to synthesize it. The reactants are: [CH:1]1([C:4]2[C:12]([NH:13][S:14]([CH3:17])(=[O:16])=[O:15])=[CH:11][C:10]3[C:6](=[C:7]([C:32]([NH:34][CH3:35])=[O:33])[N:8]([C:18]4[CH:23]=[CH:22][C:21]([O:24][C:25]5[CH:30]=[CH:29][C:28]([F:31])=[CH:27][CH:26]=5)=[CH:20][CH:19]=4)[N:9]=3)[CH:5]=2)[CH2:3][CH2:2]1.C(=O)([O-])[O-].[K+].[K+].Br[CH2:43][CH2:44][OH:45]. (6) The reactants are: [CH:1]1([CH:7]2[CH2:12][C:11](O)([C:13]3[CH:18]=[CH:17][CH:16]=[CH:15][CH:14]=3)[CH2:10][CH2:9][N:8]2[C:20]([O:22][CH2:23][C:24]2[CH:29]=[CH:28][CH:27]=[CH:26][CH:25]=2)=[O:21])[CH2:6][CH2:5][CH2:4][CH2:3][CH2:2]1.C(=O)(O)[O-].[Na+]. Given the product [CH:1]1([CH:7]2[CH2:12][C:11]([C:13]3[CH:14]=[CH:15][CH:16]=[CH:17][CH:18]=3)=[CH:10][CH2:9][N:8]2[C:20]([O:22][CH2:23][C:24]2[CH:29]=[CH:28][CH:27]=[CH:26][CH:25]=2)=[O:21])[CH2:6][CH2:5][CH2:4][CH2:3][CH2:2]1, predict the reactants needed to synthesize it. (7) Given the product [F:16][C:17]([F:26])([F:25])[C:18]1[CH:23]=[CH:22][CH:21]=[CH:20][C:19]=1[O:1][CH:2]1[CH2:6][CH2:5][N:4]([C:7]2[S:8][C:9]([C:12]([O:14][CH3:15])=[O:13])=[CH:10][N:11]=2)[CH2:3]1, predict the reactants needed to synthesize it. The reactants are: [OH:1][CH:2]1[CH2:6][CH2:5][N:4]([C:7]2[S:8][C:9]([C:12]([O:14][CH3:15])=[O:13])=[CH:10][N:11]=2)[CH2:3]1.[F:16][C:17]([F:26])([F:25])[C:18]1[CH:23]=[CH:22][CH:21]=[CH:20][C:19]=1O.C1(P(C2C=CC=CC=2)C2C=CC=CC=2)C=CC=CC=1.CCOC(/N=N/C(OCC)=O)=O.